From a dataset of Peptide-MHC class I binding affinity with 185,985 pairs from IEDB/IMGT. Regression. Given a peptide amino acid sequence and an MHC pseudo amino acid sequence, predict their binding affinity value. This is MHC class I binding data. (1) The peptide sequence is ALDEKWNEFK. The MHC is HLA-A33:01 with pseudo-sequence HLA-A33:01. The binding affinity (normalized) is 0. (2) The MHC is HLA-A03:01 with pseudo-sequence HLA-A03:01. The peptide sequence is FIMLEGETK. The binding affinity (normalized) is 0.548. (3) The peptide sequence is YVAGITLTH. The MHC is HLA-B18:01 with pseudo-sequence HLA-B18:01. The binding affinity (normalized) is 0.0847. (4) The binding affinity (normalized) is 0. The MHC is Mamu-B08 with pseudo-sequence Mamu-B08. The peptide sequence is SGPSNTYPEI. (5) The peptide sequence is DAYFSIPL. The MHC is Mamu-A07 with pseudo-sequence Mamu-A07. The binding affinity (normalized) is 0.422.